Dataset: Reaction yield outcomes from USPTO patents with 853,638 reactions. Task: Predict the reaction yield, written as a fraction of the theoretical maximum amount of product (1.0 means a 100% yield; for example, 0.34 means a 34% yield). (1) The reactants are [NH2:1][C:2]1[CH:3]=[C:4]([N:11]2[CH2:16][CH2:15][N:14]([C:17]([C:19]3[CH:24]=[CH:23][CH:22]=[CH:21][CH:20]=3)=[O:18])[CH2:13][CH2:12]2)[CH:5]=[CH:6][C:7]=1[N+:8]([O-])=O.C(O)(=O)C. The catalyst is [Pd].C(O)C. The product is [NH2:1][C:2]1[CH:3]=[C:4]([N:11]2[CH2:12][CH2:13][N:14]([C:17]([C:19]3[CH:20]=[CH:21][CH:22]=[CH:23][CH:24]=3)=[O:18])[CH2:15][CH2:16]2)[CH:5]=[CH:6][C:7]=1[NH2:8]. The yield is 0.410. (2) The yield is 0.760. The product is [CH3:3][CH:2]([CH2:1][N:5]1[C:17]2[C:16]3[CH:15]=[CH:14][CH:13]=[CH:12][C:11]=3[N:10]=[C:9]([NH2:20])[C:8]=2[N:7]=[CH:6]1)[CH3:4]. The catalyst is ClCCl. The reactants are [CH2:1]([N:5]1[C:17]2[C:16]3[CH:15]=[CH:14][CH:13]=[CH:12][C:11]=3[N+:10]([O-])=[CH:9][C:8]=2[N:7]=[CH:6]1)[CH:2]([CH3:4])[CH3:3].[OH-].[NH4+:20].ClC(OCC)=O. (3) The catalyst is C1(C(O)=O)CC1.CCOC(C)=O.CO.[Pd]. The yield is 0.750. The product is [CH:12]1([C:15]2[NH:16][C:17]3[CH:23]=[C:22]([NH2:24])[CH:21]=[CH:20][C:18]=3[N:19]=2)[CH2:14][CH2:13]1. The reactants are [N+](C1C=CC(N)=C(N)C=1)([O-])=O.[CH:12]1([C:15]2[NH:16][C:17]3[CH:23]=[C:22]([N+:24]([O-])=O)[CH:21]=[CH:20][C:18]=3[N:19]=2)[CH2:14][CH2:13]1.[N+](C1NC2C=CC=CC=2N=1)([O-])=O. (4) The reactants are [H-].[H-].[H-].[H-].[Li+].[Al+3].N1CC1C([O-])=O.[C:13]1([C@@H:19]([N@:21]2[CH2:23][CH:22]2[C:24](OC)=[O:25])[CH3:20])[CH:18]=[CH:17][CH:16]=[CH:15][CH:14]=1.[OH-].[K+]. The catalyst is C1COCC1. The product is [C:13]1([C@@H:19]([N@:21]2[CH2:23][CH:22]2[CH2:24][OH:25])[CH3:20])[CH:14]=[CH:15][CH:16]=[CH:17][CH:18]=1. The yield is 0.900. (5) The reactants are Cl[C:2]1[C:7]([CH:8]=[O:9])=[CH:6][N:5]=[C:4]2[N:10]([CH2:13][O:14][CH2:15][CH2:16][Si:17]([CH3:20])([CH3:19])[CH3:18])[CH:11]=[CH:12][C:3]=12.[CH3:21][O-:22].[Na+]. The catalyst is CO. The product is [CH3:21][O:22][C:2]1[C:7]([CH:8]=[O:9])=[CH:6][N:5]=[C:4]2[N:10]([CH2:13][O:14][CH2:15][CH2:16][Si:17]([CH3:20])([CH3:19])[CH3:18])[CH:11]=[CH:12][C:3]=12. The yield is 0.770. (6) The reactants are C[O:2][C:3]([C:5]1[CH:6]=[CH:7][C:8]2[N:9]([CH:19]3[CH2:25][CH:24]4[N:26]([CH3:27])[CH:21]([CH2:22][CH2:23]4)[CH2:20]3)[C:10]3[C:15]([O:16][C:17]=2[CH:18]=1)=[CH:14][CH:13]=[CH:12][CH:11]=3)=[O:4].[OH-].[Na+]. The catalyst is C1COCC1. The product is [CH3:27][N:26]1[CH:24]2[CH2:23][CH2:22][CH:21]1[CH2:20][CH:19]([N:9]1[C:8]3[CH:7]=[CH:6][C:5]([C:3]([OH:4])=[O:2])=[CH:18][C:17]=3[O:16][C:15]3[C:10]1=[CH:11][CH:12]=[CH:13][CH:14]=3)[CH2:25]2. The yield is 0.630. (7) The reactants are CN(C)/[CH:3]=[CH:4]/[C:5]1[C:15]([N+:16]([O-])=O)=[CH:14][C:13]([N+:19]([O-])=O)=[CH:12][C:6]=1[C:7]([O:9][CH2:10][CH3:11])=[O:8].Cl[Sn]Cl. The catalyst is C(O)C. The product is [NH2:19][C:13]1[CH:12]=[C:6]([C:7]([O:9][CH2:10][CH3:11])=[O:8])[C:5]2[CH:4]=[CH:3][NH:16][C:15]=2[CH:14]=1. The yield is 0.400. (8) The reactants are [C:1]([C:5]1[CH:10]=[C:9]([SH:11])[CH:8]=[C:7]([C:12]([CH3:15])([CH3:14])[CH3:13])[C:6]=1[OH:16])([CH3:4])([CH3:3])[CH3:2].[C:17]1(=O)[CH2:21][CH2:20][CH2:19][CH2:18]1.Cl. The catalyst is CO. The product is [C:1]([C:5]1[CH:10]=[C:9]([S:11][C:17]2([S:11][C:9]3[CH:8]=[C:7]([C:12]([CH3:13])([CH3:14])[CH3:15])[C:6]([OH:16])=[C:5]([C:1]([CH3:4])([CH3:3])[CH3:2])[CH:10]=3)[CH2:21][CH2:20][CH2:19][CH2:18]2)[CH:8]=[C:7]([C:12]([CH3:15])([CH3:14])[CH3:13])[C:6]=1[OH:16])([CH3:4])([CH3:3])[CH3:2]. The yield is 0.670. (9) The reactants are [Br:1][C:2]1[CH:3]=[C:4]([NH2:8])[CH:5]=[N:6][CH:7]=1.[NH2:9][O:10][S:11]([C:14]1[C:19]([CH3:20])=[CH:18][C:17]([CH3:21])=[CH:16][C:15]=1[CH3:22])(=[O:13])=[O:12].C(OCC)C. The catalyst is C(Cl)Cl. The product is [CH3:20][C:19]1[CH:18]=[C:17]([CH3:21])[CH:16]=[C:15]([CH3:22])[C:14]=1[S:11]([O-:13])(=[O:12])=[O:10].[NH2:9][N+:6]1[CH:7]=[C:2]([Br:1])[CH:3]=[C:4]([NH2:8])[CH:5]=1. The yield is 0.933.